Dataset: Full USPTO retrosynthesis dataset with 1.9M reactions from patents (1976-2016). Task: Predict the reactants needed to synthesize the given product. (1) Given the product [C:34]([O:33][C:32](=[O:38])[N:31]([C:29]1[N:23]([C:12]2[CH:11]=[C:10]([CH:26]([CH3:28])[CH3:27])[C:9]([O:8][CH2:1][C:2]3[CH:3]=[CH:4][CH:5]=[CH:6][CH:7]=3)=[CH:14][C:13]=2[O:15][CH2:16][C:17]2[CH:18]=[CH:19][CH:20]=[CH:21][CH:22]=2)[N:24]=[N:25][CH:30]=1)[CH2:39][C:40]1[CH:45]=[CH:44][C:43]([N:46]2[CH2:47][CH2:48][O:49][CH2:50][CH2:51]2)=[CH:42][CH:41]=1)([CH3:37])([CH3:36])[CH3:35], predict the reactants needed to synthesize it. The reactants are: [CH2:1]([O:8][C:9]1[CH:14]=[C:13]([O:15][CH2:16][C:17]2[CH:22]=[CH:21][CH:20]=[CH:19][CH:18]=2)[C:12]([N:23]=[N+:24]=[N-:25])=[CH:11][C:10]=1[CH:26]([CH3:28])[CH3:27])[C:2]1[CH:7]=[CH:6][CH:5]=[CH:4][CH:3]=1.[C:29]([N:31]([CH2:39][C:40]1[CH:45]=[CH:44][C:43]([N:46]2[CH2:51][CH2:50][O:49][CH2:48][CH2:47]2)=[CH:42][CH:41]=1)[C:32](=[O:38])[O:33][C:34]([CH3:37])([CH3:36])[CH3:35])#[CH:30].CCOC(C)=O.O. (2) Given the product [F:27][C:2]([F:26])([F:1])[C:3]1[CH:8]=[CH:7][C:6]([C:9]2[N:14]=[CH:13][N:12]=[C:11]([O:15][C:16]3[C:21]4[N:22]=[C:23]([NH:25][C:28](=[O:31])[CH2:29][CH3:30])[S:24][C:20]=4[CH:19]=[CH:18][CH:17]=3)[CH:10]=2)=[CH:5][CH:4]=1, predict the reactants needed to synthesize it. The reactants are: [F:1][C:2]([F:27])([F:26])[C:3]1[CH:8]=[CH:7][C:6]([C:9]2[N:14]=[CH:13][N:12]=[C:11]([O:15][C:16]3[C:21]4[N:22]=[C:23]([NH2:25])[S:24][C:20]=4[CH:19]=[CH:18][CH:17]=3)[CH:10]=2)=[CH:5][CH:4]=1.[C:28](Cl)(=[O:31])[CH2:29][CH3:30].C(N=P1(N(CC)CC)N(C)CCCN1C)(C)(C)C.CCN(P1(N(CC2C=CC=CC=2)CCCN1C)=NC(C)(C)C)CC.C=CC1C=CC=CC=1.C=CC1C=CC(C=C)=CC=1. (3) Given the product [OH:30][NH:29][C:27]([C:21]1([S:18]([C:16]2[S:17][C:13]([C:10]3[CH:9]=[CH:8][C:7]([O:6][C:2]([F:1])([F:37])[CH:3]([F:5])[F:4])=[CH:12][CH:11]=3)=[CH:14][CH:15]=2)(=[O:19])=[O:20])[CH2:22][CH2:23][O:24][CH2:25][CH2:26]1)=[O:28], predict the reactants needed to synthesize it. The reactants are: [F:1][C:2]([F:37])([O:6][C:7]1[CH:12]=[CH:11][C:10]([C:13]2[S:17][C:16]([S:18]([C:21]3([C:27]([NH:29][O:30]C4CCCCO4)=[O:28])[CH2:26][CH2:25][O:24][CH2:23][CH2:22]3)(=[O:20])=[O:19])=[CH:15][CH:14]=2)=[CH:9][CH:8]=1)[CH:3]([F:5])[F:4].CO.Cl. (4) Given the product [C:7]([O:6][C:4]([C:3]1[C:2](=[O:1])[CH:18]=[CH:19][N:12]([C:13]2[CH:17]=[N:16][NH:15][CH:14]=2)[N:11]=1)=[O:5])([CH3:10])([CH3:8])[CH3:9].[CH3:7][O:6][C:4]([C:3]1[C:2](=[O:1])[CH:18]=[CH:19][N:12]([C:13]2[CH:14]=[N:15][NH:16][CH:17]=2)[N:11]=1)=[O:5], predict the reactants needed to synthesize it. The reactants are: [O:1]=[C:2]([CH3:18])[CH:3]([N:11]=[N:12][C:13]1[CH:14]=[N:15][NH:16][CH:17]=1)[C:4]([O:6][C:7]([CH3:10])([CH3:9])[CH3:8])=[O:5].[CH3:19]N(C(OC)OC)C.